This data is from Catalyst prediction with 721,799 reactions and 888 catalyst types from USPTO. The task is: Predict which catalyst facilitates the given reaction. Reactant: [C:1]([N:8]1[CH2:15][CH2:14][CH2:13][C@H:9]1[C:10](O)=[O:11])([O:3][C:4]([CH3:7])([CH3:6])[CH3:5])=[O:2].N1C(F)=NC(F)=NC=1[F:18].N1C=CC=CC=1. Product: [C:4]([O:3][C:1]([N:8]1[CH2:15][CH2:14][CH2:13][C@H:9]1[C:10]([F:18])=[O:11])=[O:2])([CH3:7])([CH3:6])[CH3:5]. The catalyst class is: 2.